Task: Predict the product of the given reaction.. Dataset: Forward reaction prediction with 1.9M reactions from USPTO patents (1976-2016) Given the reactants [Cl:1][C:2]1[C:3]([N+:22]([O-])=O)=[CH:4][C:5]([O:10][CH2:11][C:12]2[C:17]([O:18][CH3:19])=[CH:16][CH:15]=[C:14]([F:20])[C:13]=2[F:21])=[C:6]([O:8][CH3:9])[CH:7]=1.O1CCCC1.[BH4-].[Na+].C(=O)([O-])O.[Na+], predict the reaction product. The product is: [ClH:1].[Cl:1][C:2]1[CH:7]=[C:6]([O:8][CH3:9])[C:5]([O:10][CH2:11][C:12]2[C:17]([O:18][CH3:19])=[CH:16][CH:15]=[C:14]([F:20])[C:13]=2[F:21])=[CH:4][C:3]=1[NH2:22].